This data is from Reaction yield outcomes from USPTO patents with 853,638 reactions. The task is: Predict the reaction yield, written as a fraction of the theoretical maximum amount of product (1.0 means a 100% yield; for example, 0.34 means a 34% yield). (1) The catalyst is C(Cl)Cl. The product is [Br:1][C:2]1[CH:3]=[C:4]([S:9]([NH:12][C:13]2[C:18]([OH:19])=[CH:17][C:16]([Br:21])=[CH:15][N:14]=2)(=[O:10])=[O:11])[CH:5]=[N:6][C:7]=1[Cl:8]. The yield is 0.220. The reactants are [Br:1][C:2]1[CH:3]=[C:4]([S:9]([NH:12][C:13]2[C:18]([O:19]C)=[CH:17][C:16]([Br:21])=[CH:15][N:14]=2)(=[O:11])=[O:10])[CH:5]=[N:6][C:7]=1[Cl:8].B(Br)(Br)Br.C(=O)(O)[O-].[Na+]. (2) The reactants are [C:1]([C:5]1[CH:9]=[C:8]([NH:10][C:11]([NH:13][C@@H:14]2[C:23]3[C:18](=[CH:19][CH:20]=[CH:21][CH:22]=3)[C@H:17]([O:24][C:25]3[CH:26]=[CH:27][C:28]4[N:29]([C:31]([N:34]5[CH2:39][CH2:38][CH2:37][CH2:36][C@@H:35]5[CH3:40])=[N:32][N:33]=4)[CH:30]=3)[CH2:16][CH2:15]2)=[O:12])[N:7]([C:41]2[CH:42]=[C:43]([CH:52]=[CH:53][CH:54]=2)[O:44][CH2:45][CH2:46][O:47]S(C)(=O)=O)[N:6]=1)([CH3:4])([CH3:3])[CH3:2].[CH:55]12[NH:62][CH:59]([CH2:60][CH2:61]1)[CH2:58][CH2:57][CH2:56]2.C1C[O:66]CC1. No catalyst specified. The product is [CH:46]([OH:47])=[O:66].[CH:59]12[N:62]([CH2:46][CH2:45][O:44][C:43]3[CH:42]=[C:41]([N:7]4[C:8]([NH:10][C:11]([NH:13][C@@H:14]5[C:23]6[C:18](=[CH:19][CH:20]=[CH:21][CH:22]=6)[C@H:17]([O:24][C:25]6[CH:26]=[CH:27][C:28]7[N:29]([C:31]([N:34]8[CH2:39][CH2:38][CH2:37][CH2:36][C@@H:35]8[CH3:40])=[N:32][N:33]=7)[CH:30]=6)[CH2:16][CH2:15]5)=[O:12])=[CH:9][C:5]([C:1]([CH3:4])([CH3:2])[CH3:3])=[N:6]4)[CH:54]=[CH:53][CH:52]=3)[CH:55]([CH2:61][CH2:60]1)[CH2:56][CH2:57][CH2:58]2. The yield is 0.620.